From a dataset of Reaction yield outcomes from USPTO patents with 853,638 reactions. Predict the reaction yield, written as a fraction of the theoretical maximum amount of product (1.0 means a 100% yield; for example, 0.34 means a 34% yield). (1) The reactants are [C:1]([O:5][C:6]([N:8]1[CH2:12][CH:11]=[C:10](OS(C(F)(F)F)(=O)=O)[CH2:9]1)=[O:7])([CH3:4])([CH3:3])[CH3:2].C(=O)([O-])[O-].[K+].[K+].CC1(C)C(C)(C)OB([C:35]2[CH:36]=[CH:37][C:38]([NH2:41])=[N:39][CH:40]=2)O1.C([O-])(O)=O.[Na+]. The catalyst is C1COCC1.O. The product is [NH2:41][C:38]1[N:39]=[CH:40][C:35]([C:10]2[CH2:9][N:8]([C:6]([O:5][C:1]([CH3:4])([CH3:3])[CH3:2])=[O:7])[CH2:12][CH:11]=2)=[CH:36][CH:37]=1. The yield is 0.460. (2) The reactants are Cl.[CH:2]1([CH2:5][CH2:6][NH2:7])[CH2:4][CH2:3]1.C(N(C(C)C)CC)(C)C.[N:17]([C:20]1[CH:25]=[CH:24][C:23]([C:26]2[O:27][CH:28]=[CH:29][CH:30]=2)=[CH:22][CH:21]=1)=[C:18]=[O:19].[C:31](Cl)(=[O:36])[CH2:32][C:33](Cl)=[O:34]. The catalyst is C(Cl)(Cl)Cl. The product is [CH:2]1([CH2:5][CH2:6][N:7]2[C:33](=[O:34])[CH2:32][C:31](=[O:36])[N:17]([C:20]3[CH:21]=[CH:22][C:23]([C:26]4[O:27][CH:28]=[CH:29][CH:30]=4)=[CH:24][CH:25]=3)[C:18]2=[O:19])[CH2:4][CH2:3]1. The yield is 0.170. (3) The reactants are [F:1][C:2]([F:14])([F:13])[C:3]1[CH:4]=[C:5]([CH:10]=[CH:11][CH:12]=1)[CH:6]=[CH:7][CH:8]=O.[C:15]1([C@H:25]([NH2:27])[CH3:26])[C:24]2[C:19](=[CH:20][CH:21]=[CH:22][CH:23]=2)[CH:18]=[CH:17][CH:16]=1.Cl. The catalyst is CO.[OH-].[Pd+2].[OH-]. The product is [CH3:26][CH:25]([C:15]1[C:24]2[C:19](=[CH:20][CH:21]=[CH:22][CH:23]=2)[CH:18]=[CH:17][CH:16]=1)[NH:27][CH2:8][CH2:7][CH2:6][C:5]1[CH:10]=[CH:11][CH:12]=[C:3]([C:2]([F:14])([F:13])[F:1])[CH:4]=1. The yield is 0.910. (4) The reactants are C(N(CC)CC)C.[CH3:8][S:9](Cl)(=[O:11])=[O:10].O1CCCC1.[OH:18][CH2:19][C:20]1[CH:21]=[C:22]2[C:27](=[CH:28][CH:29]=1)[CH2:26][N:25]([C:30]([O:32][C:33]([CH3:36])([CH3:35])[CH3:34])=[O:31])[CH2:24][CH2:23]2. The catalyst is C(OCC)(=O)C. The product is [CH3:8][S:9]([O:18][CH2:19][C:20]1[CH:21]=[C:22]2[C:27](=[CH:28][CH:29]=1)[CH2:26][N:25]([C:30]([O:32][C:33]([CH3:36])([CH3:35])[CH3:34])=[O:31])[CH2:24][CH2:23]2)(=[O:11])=[O:10]. The yield is 1.00. (5) The reactants are C(P(=O)C(C)(C)C)(C)(C)C.[O-]P([O-])([O-])=O.[K+].[K+].[K+].I[C:20]1[CH:21]=[C:22]([CH3:27])[CH:23]=[C:24]([CH3:26])[CH:25]=1.[CH3:28][NH:29][CH:30]=[O:31].CCCCCCCCCCCC. The catalyst is C(OCC)(=O)C.[Cu]I.C1(C)C=CC=CC=1. The product is [CH3:26][C:24]1[CH:25]=[C:20]([N:29]([CH3:28])[CH:30]=[O:31])[CH:21]=[C:22]([CH3:27])[CH:23]=1. The yield is 0.460. (6) The reactants are [OH:1][CH:2]([CH2:8][CH:9]=[CH2:10])[C:3]([O:5][CH2:6][CH3:7])=[O:4].[H-].[Na+].[CH2:13](Br)[C:14]1[CH:19]=[CH:18][CH:17]=[CH:16][CH:15]=1. The catalyst is C1COCC1.CCCCCC. The product is [CH2:13]([O:1][CH:2]([CH2:8][CH:9]=[CH2:10])[C:3]([O:5][CH2:6][CH3:7])=[O:4])[C:14]1[CH:19]=[CH:18][CH:17]=[CH:16][CH:15]=1. The yield is 0.290.